From a dataset of Reaction yield outcomes from USPTO patents with 853,638 reactions. Predict the reaction yield, written as a fraction of the theoretical maximum amount of product (1.0 means a 100% yield; for example, 0.34 means a 34% yield). (1) The reactants are [CH3:1][O:2][C:3]([C:5]1([C:8]2[CH:13]=[CH:12][C:11]([O:14][CH3:15])=[C:10]([CH2:16]Cl)[CH:9]=2)[CH2:7][CH2:6]1)=[O:4].C([O-])([O-])=[O:19].[Na+].[Na+].Cl. The catalyst is O.[N+](CCCC)(CCCC)(CCCC)CCCC.[Br-]. The product is [CH3:1][O:2][C:3]([C:5]1([C:8]2[CH:13]=[CH:12][C:11]([O:14][CH3:15])=[C:10]([CH2:16][OH:19])[CH:9]=2)[CH2:7][CH2:6]1)=[O:4]. The yield is 0.390. (2) The reactants are Br[C:2]1[CH:3]=[N:4][CH:5]=[CH:6][C:7]=1[C:8]1[N:9]=[C:10]([NH:13][C:14]2[CH:19]=[CH:18][CH:17]=[C:16]([CH3:20])[CH:15]=2)[S:11][CH:12]=1.C[Si]([C:25]#[CH:26])(C)C.CCCC[N+](CCCC)(CCCC)CCCC.[F-]. The catalyst is CCN(CC)CC.CN(C=O)C.O.Cl[Pd](Cl)([P](C1C=CC=CC=1)(C1C=CC=CC=1)C1C=CC=CC=1)[P](C1C=CC=CC=1)(C1C=CC=CC=1)C1C=CC=CC=1.[Cu]I. The product is [C:25]([C:2]1[CH:3]=[N:4][CH:5]=[CH:6][C:7]=1[C:8]1[N:9]=[C:10]([NH:13][C:14]2[CH:19]=[CH:18][CH:17]=[C:16]([CH3:20])[CH:15]=2)[S:11][CH:12]=1)#[CH:26]. The yield is 0.890.